The task is: Binary Classification. Given a drug SMILES string, predict its activity (active/inactive) in a high-throughput screening assay against a specified biological target.. This data is from Tyrosyl-DNA phosphodiesterase HTS with 341,365 compounds. (1) The molecule is Clc1ccc(n2ncc3c2ncnc3NCC=C)cc1. The result is 0 (inactive). (2) The compound is S(=O)(=O)(N)c1c(Oc2ccccc2)c(NCCCC)cc(c1)C(O)=O. The result is 0 (inactive). (3) The compound is O1CCN(CC1)c1c(NC(=O)CNC2CCCCCC2)cccc1. The result is 0 (inactive). (4) The compound is S(CC(=O)NC1CCCc2c1cccc2)c1[nH]c2c(n1)ccc(c2)C. The result is 0 (inactive). (5) The compound is S(Cn1nnc2c(c1=O)cccc2)c1c(F)cccc1. The result is 0 (inactive). (6) The molecule is Clc1cc(n2c(=O)c3c(nc2/C=C\c2c(F)cccc2)cc(OC)c(OC)c3)ccc1OC. The result is 0 (inactive). (7) The compound is O(c1c(NC(=O)CCn2nnnc2)cccc1)CC. The result is 0 (inactive). (8) The drug is Cl\C(Cl)=C(\S(=O)(=O)c1ccc(cc1)C)NC(=O)c1ccc(cc1)C. The result is 0 (inactive). (9) The compound is O(c1cc(Nc2ncccc2C(=O)Nc2ccccc2)ccc1)C. The result is 0 (inactive). (10) The compound is Clc1ccc(C2=NN(C(C2)c2occc2)C(=O)COC(=O)C(NS(=O)(=O)c2ccccc2)C(C)C)cc1. The result is 0 (inactive).